From a dataset of Peptide-MHC class II binding affinity with 134,281 pairs from IEDB. Regression. Given a peptide amino acid sequence and an MHC pseudo amino acid sequence, predict their binding affinity value. This is MHC class II binding data. (1) The peptide sequence is VFFVLMMLVAPSYGM. The MHC is DRB1_0401 with pseudo-sequence DRB1_0401. The binding affinity (normalized) is 0.381. (2) The peptide sequence is VKLSALTLKGTSYKI. The MHC is DRB1_1101 with pseudo-sequence DRB1_1101. The binding affinity (normalized) is 0.556. (3) The peptide sequence is GKARTAWVDSGAQLG. The MHC is HLA-DQA10501-DQB10301 with pseudo-sequence HLA-DQA10501-DQB10301. The binding affinity (normalized) is 0.491. (4) The binding affinity (normalized) is 0.216. The MHC is DRB1_1101 with pseudo-sequence DRB1_1101. The peptide sequence is EMETESWIVDRQWAQ. (5) The peptide sequence is RTEIDKPSQHHHHHH. The MHC is HLA-DQA10501-DQB10301 with pseudo-sequence HLA-DQA10501-DQB10301. The binding affinity (normalized) is 0. (6) The peptide sequence is VSCRVKLSALTLKGT. The MHC is DRB1_0401 with pseudo-sequence DRB1_0401. The binding affinity (normalized) is 0.333. (7) The peptide sequence is FWYVNHTGFNVHSLP. The MHC is DRB1_1302 with pseudo-sequence DRB1_1302. The binding affinity (normalized) is 0.0830.